Dataset: Full USPTO retrosynthesis dataset with 1.9M reactions from patents (1976-2016). Task: Predict the reactants needed to synthesize the given product. Given the product [Cl:1][C:2]1[C:3]([O:16][CH3:17])=[CH:4][C:5]2[O:10][CH:9]([C:11]([N:27]3[CH2:28][CH2:29][N:24]([CH2:23][C:22]4[CH:31]=[CH:32][C:19]([F:18])=[CH:20][CH:21]=4)[CH2:25][C@H:26]3[CH3:30])=[O:13])[CH2:8][N:7]([CH3:14])[C:6]=2[CH:15]=1, predict the reactants needed to synthesize it. The reactants are: [Cl:1][C:2]1[C:3]([O:16][CH3:17])=[CH:4][C:5]2[O:10][CH:9]([C:11]([OH:13])=O)[CH2:8][N:7]([CH3:14])[C:6]=2[CH:15]=1.[F:18][C:19]1[CH:32]=[CH:31][C:22]([CH2:23][N:24]2[CH2:29][CH2:28][NH:27][C@H:26]([CH3:30])[CH2:25]2)=[CH:21][CH:20]=1.CCN=C=NCCCN(C)C.C1C=CC2N(O)N=NC=2C=1.CCN(C(C)C)C(C)C.